Predict the reactants needed to synthesize the given product. From a dataset of Full USPTO retrosynthesis dataset with 1.9M reactions from patents (1976-2016). (1) Given the product [N:23]1([CH2:22][CH2:21][N:16]2[C:17]3[C:13](=[CH:12][CH:11]=[C:10]([NH2:7])[CH:18]=3)[CH:14]=[CH:15]2)[CH2:28][CH2:27][O:26][CH2:25][CH2:24]1, predict the reactants needed to synthesize it. The reactants are: C([O-])([O-])=O.[K+].[K+].[N+:7]([C:10]1[CH:18]=[C:17]2[C:13]([CH:14]=[CH:15][NH:16]2)=[CH:12][CH:11]=1)([O-])=O.Cl.Cl[CH2:21][CH2:22][N:23]1[CH2:28][CH2:27][O:26][CH2:25][CH2:24]1. (2) Given the product [Cl:3][C:4]1[CH:5]=[CH:6][C:7]([C:10]2([C:14](=[O:16])[CH2:15][C:17]([O:18][CH3:19])=[O:20])[CH2:13][CH2:12][CH2:11]2)=[CH:8][CH:9]=1, predict the reactants needed to synthesize it. The reactants are: [H-].[Na+].[Cl:3][C:4]1[CH:9]=[CH:8][C:7]([C:10]2([C:14](=[O:16])[CH3:15])[CH2:13][CH2:12][CH2:11]2)=[CH:6][CH:5]=1.[C:17](=O)([O:20]C)[O:18][CH3:19].S([O-])(O)(=O)=O.[Na+]. (3) Given the product [C@@H:23]1([N:36]2[C:37]3[N:38]=[CH:39][N:40]=[C:41]([NH2:45])[C:42]=3[N:43]=[CH:44]2)[O:53][C@H:52]([CH2:54][OH:56])[C@@H:50]([OH:51])[C@H:47]1[OH:48].[NH2:45][C:41]1[N:40]=[CH:39][N:38]=[C:37]2[C:42]=1[N:43]=[CH:44][N:36]2[C@@H:23]1[C:22](=[CH2:46])[C@H:21]([CH2:20][OH:19])[C@@H:25]([OH:26])[C@@H:24]1[F:35], predict the reactants needed to synthesize it. The reactants are: [H-].C([Al+]CC(C)C)C(C)C.C([O:19][CH2:20][C@@H:21]1[C@@H:25]([O:26]C(=O)C2C=CC=CC=2)[C@H:24]([F:35])[C@H:23]([N:36]2[CH:44]=[N:43][C:42]3[C:37]2=[N:38][CH:39]=[N:40][C:41]=3[NH2:45])[C:22]1=[CH2:46])(=O)C1C=CC=CC=1.[C:47]([CH:50]([CH:52]([C:54]([O-:56])=O)[OH:53])[OH:51])([O-])=[O:48].[Na+].[K+]. (4) Given the product [CH3:20][O:21][C:22]1[C:29]([O:30][CH3:31])=[C:28]([N+:32]([O-:34])=[O:33])[CH:27]=[CH:26][C:23]=1[CH:24]([OH:25])[C:9]#[C:8][C:6]1[CH:7]=[CH:2][CH:3]=[CH:4][CH:5]=1, predict the reactants needed to synthesize it. The reactants are: F[C:2]1[CH:3]=[CH:4][C:5](OC)=[C:6]([CH:8](O)[C:9]#CC2C=CC=CC=2)[CH:7]=1.[CH3:20][O:21][C:22]1[C:29]([O:30][CH3:31])=[C:28]([N+:32]([O-:34])=[O:33])[CH:27]=[CH:26][C:23]=1[CH:24]=[O:25]. (5) Given the product [Br:1][C:2]1[S:6][C:5]([C:7]2[NH:11][C:10]3[C:12]([OH:19])=[CH:13][CH:14]=[C:15]([C:16]([NH:20][C@H:21]4[CH2:26][CH2:25][CH2:24][N:23]([C:27]([O:29][C:30]([CH3:33])([CH3:32])[CH3:31])=[O:28])[CH2:22]4)=[O:18])[C:9]=3[N:8]=2)=[CH:4][CH:3]=1, predict the reactants needed to synthesize it. The reactants are: [Br:1][C:2]1[S:6][C:5]([C:7]2[NH:11][C:10]3[C:12]([OH:19])=[CH:13][CH:14]=[C:15]([C:16]([OH:18])=O)[C:9]=3[N:8]=2)=[CH:4][CH:3]=1.[NH2:20][C@H:21]1[CH2:26][CH2:25][CH2:24][N:23]([C:27]([O:29][C:30]([CH3:33])([CH3:32])[CH3:31])=[O:28])[CH2:22]1. (6) Given the product [CH3:2][O:3][C:4]1[CH:5]=[C:6]([C:12]2[C@@H:21]3[C@@H:16]([CH2:17][CH2:18][CH2:19][CH2:20]3)[C:15](=[O:22])[N:14]([CH:23]3[CH2:24][CH2:25][N:26]([C:46](=[O:47])[C@@H:37]([NH:36][C:34](=[O:35])[O:33][C:29]([CH3:30])([CH3:31])[CH3:32])[CH2:38][C:39]4[CH:40]=[CH:41][C:42]([OH:45])=[CH:43][CH:44]=4)[CH2:27][CH2:28]3)[N:13]=2)[CH:7]=[CH:8][C:9]=1[O:10][CH3:11], predict the reactants needed to synthesize it. The reactants are: Cl.[CH3:2][O:3][C:4]1[CH:5]=[C:6]([C:12]2[C@@H:21]3[C@@H:16]([CH2:17][CH2:18][CH2:19][CH2:20]3)[C:15](=[O:22])[N:14]([CH:23]3[CH2:28][CH2:27][NH:26][CH2:25][CH2:24]3)[N:13]=2)[CH:7]=[CH:8][C:9]=1[O:10][CH3:11].[C:29]([O:33][C:34]([NH:36][C@H:37]([C:46](O)=[O:47])[CH2:38][C:39]1[CH:44]=[CH:43][C:42]([OH:45])=[CH:41][CH:40]=1)=[O:35])([CH3:32])([CH3:31])[CH3:30].CCOC(C(C#N)=NOC(N1CCOCC1)=[N+](C)C)=O.F[P-](F)(F)(F)(F)F.CCN(C(C)C)C(C)C.C(=O)(O)[O-].[Na+]. (7) Given the product [N:1]1([C:10]2[CH:11]=[CH:12][C:13]([C:14]([NH:25][C@H:24]([C:23]([O:22][CH3:21])=[O:28])[CH2:26][OH:27])=[O:16])=[CH:18][CH:19]=2)[C:5]2[CH:6]=[CH:7][CH:8]=[CH:9][C:4]=2[N:3]=[CH:2]1, predict the reactants needed to synthesize it. The reactants are: [N:1]1([C:10]2[CH:19]=[CH:18][C:13]([C:14]([O:16]C)=O)=[CH:12][CH:11]=2)[C:5]2[CH:6]=[CH:7][CH:8]=[CH:9][C:4]=2[N:3]=[CH:2]1.Cl.[CH3:21][O:22][C:23](=[O:28])[C@H:24]([CH2:26][OH:27])[NH2:25]. (8) Given the product [CH:36]1([O:1][C:2]2[CH:28]=[CH:27][C:5]3[N:6]=[C:7]([N:9]4[CH2:10][CH2:11][CH:12]([O:15][CH2:16][C@@H:17]([NH:19][C:20](=[O:26])[O:21][C:22]([CH3:24])([CH3:23])[CH3:25])[CH3:18])[CH2:13][CH2:14]4)[O:8][C:4]=3[CH:3]=2)[CH2:39][CH2:38][CH2:37]1, predict the reactants needed to synthesize it. The reactants are: [OH:1][C:2]1[CH:28]=[CH:27][C:5]2[N:6]=[C:7]([N:9]3[CH2:14][CH2:13][CH:12]([O:15][CH2:16][C@@H:17]([NH:19][C:20](=[O:26])[O:21][C:22]([CH3:25])([CH3:24])[CH3:23])[CH3:18])[CH2:11][CH2:10]3)[O:8][C:4]=2[CH:3]=1.C(=O)([O-])[O-].[Cs+].[Cs+].Br[CH:36]1[CH2:39][CH2:38][CH2:37]1. (9) Given the product [CH3:10][C:8]1[C:7]([N+:11]([O-:13])=[O:12])=[CH:6][N:5]=[C:4]([O:22][C:18]2[CH:19]=[CH:20][CH:21]=[C:16]([C:15]([F:14])([F:23])[F:24])[CH:17]=2)[CH:9]=1, predict the reactants needed to synthesize it. The reactants are: [OH-].[Na+].Cl[C:4]1[CH:9]=[C:8]([CH3:10])[C:7]([N+:11]([O-:13])=[O:12])=[CH:6][N:5]=1.[F:14][C:15]([F:24])([F:23])[C:16]1[CH:17]=[C:18]([OH:22])[CH:19]=[CH:20][CH:21]=1.O.